Dataset: Catalyst prediction with 721,799 reactions and 888 catalyst types from USPTO. Task: Predict which catalyst facilitates the given reaction. The catalyst class is: 20. Reactant: [Cl:1][C:2]1[CH:33]=[CH:32][CH:31]=[C:30]([C:34]([F:37])([F:36])[F:35])[C:3]=1[C:4]([N:6]1[C:14]2[C:9](=[CH:10][CH:11]=[C:12]([N:15]3[CH2:18][CH:17]([OH:19])[CH2:16]3)[CH:13]=2)[C:8]([C:20]2[CH:29]=[CH:28][C:23]([C:24]([O:26]C)=[O:25])=[CH:22][CH:21]=2)=[N:7]1)=[O:5].O[Li].O.Cl. Product: [Cl:1][C:2]1[CH:33]=[CH:32][CH:31]=[C:30]([C:34]([F:37])([F:36])[F:35])[C:3]=1[C:4]([N:6]1[C:14]2[C:9](=[CH:10][CH:11]=[C:12]([N:15]3[CH2:16][CH:17]([OH:19])[CH2:18]3)[CH:13]=2)[C:8]([C:20]2[CH:21]=[CH:22][C:23]([C:24]([OH:26])=[O:25])=[CH:28][CH:29]=2)=[N:7]1)=[O:5].